From a dataset of NCI-60 drug combinations with 297,098 pairs across 59 cell lines. Regression. Given two drug SMILES strings and cell line genomic features, predict the synergy score measuring deviation from expected non-interaction effect. (1) Drug 1: C1=NC2=C(N=C(N=C2N1C3C(C(C(O3)CO)O)O)F)N. Drug 2: CCN(CC)CCNC(=O)C1=C(NC(=C1C)C=C2C3=C(C=CC(=C3)F)NC2=O)C. Cell line: OVCAR-8. Synergy scores: CSS=53.4, Synergy_ZIP=-0.874, Synergy_Bliss=1.61, Synergy_Loewe=-3.00, Synergy_HSA=1.95. (2) Drug 1: C1=NC2=C(N1)C(=S)N=C(N2)N. Drug 2: CC1=C(N=C(N=C1N)C(CC(=O)N)NCC(C(=O)N)N)C(=O)NC(C(C2=CN=CN2)OC3C(C(C(C(O3)CO)O)O)OC4C(C(C(C(O4)CO)O)OC(=O)N)O)C(=O)NC(C)C(C(C)C(=O)NC(C(C)O)C(=O)NCCC5=NC(=CS5)C6=NC(=CS6)C(=O)NCCC[S+](C)C)O. Cell line: ACHN. Synergy scores: CSS=72.3, Synergy_ZIP=-2.89, Synergy_Bliss=-2.54, Synergy_Loewe=1.48, Synergy_HSA=4.88.